Dataset: Catalyst prediction with 721,799 reactions and 888 catalyst types from USPTO. Task: Predict which catalyst facilitates the given reaction. (1) Reactant: O=[C:2]1[C:11]2[C:10]([C:12](OCC)=O)=[CH:9][CH:8]=[CH:7][C:6]=2[NH:5][CH:4]([C:17]2[CH:22]=[CH:21][N:20]=[CH:19][CH:18]=2)[CH:3]1[C:23]1[CH:28]=[CH:27][CH:26]=[CH:25][CH:24]=1.[OH2:29].[NH2:30][NH2:31]. Product: [C:23]1([CH:3]2[C:2]3=[N:30][NH:31][C:12](=[O:29])[C:10]4[CH:9]=[CH:8][CH:7]=[C:6]([C:11]=43)[NH:5][CH:4]2[C:17]2[CH:22]=[CH:21][N:20]=[CH:19][CH:18]=2)[CH:28]=[CH:27][CH:26]=[CH:25][CH:24]=1. The catalyst class is: 5. (2) Reactant: C[O:2][C:3](=[O:29])[C:4]1[C:9]([NH:10][C:11]2[N:16]=[C:15]([C:17]3[CH:22]=[C:21]([Cl:23])[CH:20]=[CH:19][C:18]=3[F:24])[N:14]=[C:13]3[O:25][N:26]=[C:27]([CH3:28])[C:12]=23)=[CH:8][CH:7]=[N:6][CH:5]=1.[OH-].[Na+].Cl. Product: [Cl:23][C:21]1[CH:20]=[CH:19][C:18]([F:24])=[C:17]([C:15]2[N:14]=[C:13]3[O:25][N:26]=[C:27]([CH3:28])[C:12]3=[C:11]([NH:10][C:9]3[C:4]([C:3]([OH:29])=[O:2])=[CH:5][N:6]=[CH:7][CH:8]=3)[N:16]=2)[CH:22]=1. The catalyst class is: 5. (3) Reactant: CO[C:3]([C:5]1[C:6](=[O:17])[S:7][C:8]2[C:13]([C:14]=1[OH:15])=[CH:12][CH:11]=[C:10]([Cl:16])[CH:9]=2)=[O:4].[NH2:18][C@H:19]([C:21]([OH:23])=[O:22])[CH3:20].C[O-].[Na+].Cl. Product: [Cl:16][C:10]1[CH:9]=[C:8]2[C:13]([C:14]([OH:15])=[C:5]([C:3]([NH:18][C@@H:19]([CH3:20])[C:21]([OH:23])=[O:22])=[O:4])[C:6](=[O:17])[S:7]2)=[CH:12][CH:11]=1. The catalyst class is: 141. (4) Reactant: [Br:1][C:2]1[CH:3]=[N:4][CH:5]=[CH:6][C:7]=1[CH2:8][NH2:9].C([O-])([O-])=O.[Na+].[Na+].[CH2:16]([S:18](Cl)(=[O:20])=[O:19])[CH3:17]. Product: [Br:1][C:2]1[CH:3]=[N:4][CH:5]=[CH:6][C:7]=1[CH2:8][NH:9][S:18]([CH2:16][CH3:17])(=[O:20])=[O:19]. The catalyst class is: 2. (5) The catalyst class is: 7. Product: [C:24]1([S:30][C:2]2[CH:3]=[C:4]([CH:8]3[O:12][CH2:11][CH2:10][O:9]3)[CH:5]=[CH:6][CH:7]=2)[CH:29]=[CH:28][CH:27]=[CH:26][CH:25]=1. Reactant: Br[C:2]1[CH:3]=[C:4]([CH:8]2[O:12][CH2:11][CH2:10][O:9]2)[CH:5]=[CH:6][CH:7]=1.C([Li])CCC.CCCCCC.[C:24]1([S:30][S:30][C:24]2[CH:29]=[CH:28][CH:27]=[CH:26][CH:25]=2)[CH:29]=[CH:28][CH:27]=[CH:26][CH:25]=1. (6) Product: [CH3:1][O:2][C:3](=[O:30])[CH2:4][CH2:5][C@H:6]([C@@H:8]1[C@:25]2([CH3:26])[C@H:11]([C@H:12]3[C@H:22]([CH2:23][C@@H:24]2[OH:27])[C@:20]2([CH3:21])[C@@H:15]([CH2:16][C@@H:17]([NH:28][C:38](=[O:44])[CH2:39][CH2:40][CH2:41][CH2:42][CH2:43][CH2:36][CH3:37])[CH2:18][CH2:19]2)[CH2:14][C@H:13]3[OH:29])[CH2:10][CH2:9]1)[CH3:7]. The catalyst class is: 2. Reactant: [CH3:1][O:2][C:3](=[O:30])[CH2:4][CH2:5][C@H:6]([C@@H:8]1[C@:25]2([CH3:26])[C@H:11]([C@H:12]3[C@H:22]([CH2:23][C@@H:24]2[OH:27])[C@:20]2([CH3:21])[C@@H:15]([CH2:16][C@@H:17]([NH2:28])[CH2:18][CH2:19]2)[CH2:14][C@H:13]3[OH:29])[CH2:10][CH2:9]1)[CH3:7].C(N([CH2:36][CH3:37])CC)C.[C:38](Cl)(=[O:44])[CH2:39][CH2:40][CH2:41][CH2:42][CH3:43].O. (7) Reactant: [C:1]([OH:4])(=[O:3])C.[OH:5][C@H:6]([C:33]1[CH:38]=[CH:37][C:36]([OH:39])=[C:35]([CH2:40][OH:41])[CH:34]=1)[CH2:7][NH:8][CH2:9][CH2:10][CH2:11][CH2:12][CH2:13][CH2:14][O:15][CH2:16][CH2:17][CH2:18][CH2:19][C:20]1[CH:21]=[C:22]([N:26]2[C:30](=[O:31])[CH2:29][NH:28][C:27]2=[O:32])[CH:23]=[CH:24][CH:25]=1.[NH3:42]. Product: [CH:1]([OH:4])=[O:3].[OH:5][C@H:6]([C:33]1[CH:38]=[CH:37][C:36]([OH:39])=[C:35]([CH2:40][OH:41])[CH:34]=1)[CH2:7][NH:8][CH2:9][CH2:10][CH2:11][CH2:12][CH2:13][CH2:14][O:15][CH2:16][CH2:17][CH2:18][CH2:19][C:20]1[CH:21]=[C:22]([NH:26][C:27]([NH:28][CH2:29][C:30]([NH2:42])=[O:31])=[O:32])[CH:23]=[CH:24][CH:25]=1. The catalyst class is: 5.